This data is from Antibody developability classification from SAbDab with 2,409 antibodies. The task is: Regression/Classification. Given an antibody's heavy chain and light chain sequences, predict its developability. TAP uses regression for 5 developability metrics; SAbDab uses binary classification. (1) The antibody is ['1tjg', 'PROT_09A57F9F']. Result: 0 (not developable). (2) The antibody is ['QVQLVQSGPEVKKPGTSMKISCKASGFTFTRSTMQWVRQARGQRLEWIGWIVVGSGNTNYAQKFQERVTITRDMSTSTAYMELSSLRSEDTAVYYCAAAPVGPTSSDYWGQGTLVTVSS', 'DIQMTQSPSSLSASVGDRVTITCRASQSIINYLNWYQQKPGRAPKLLIYAASSLLSGVPSRFSGSGSGTDFTLTISSLQPEDFATYYCQQSYSTPYTFGQGTKLEIK']. Result: 1 (developable). (3) The antibody is ['QVQLQQPGAELVKPGASVKLSCKASGYTFTSYWMHWVKQRPGRGLEWIGRIDPNSGGTAYNEKFKSKATLTVDKPSSTAYMQLSSLTSEDSAVYYCARYDYYGGSYFDYWGGQTTLTVSS', 'QAVVTQESALTTSPGETVTLTCRSSTGAVTTSNYANWVQEKPDHLFTGLIGGTNNRAPGVPARFSGSLIGDKAALTITGGQTEDEAIYFCALWYSNHWVFGGGTKLTVL']. Result: 0 (not developable). (4) The antibody is ['2atk', 'PROT_7E7F8549']. Result: 0 (not developable). (5) The antibody is ['QVQLRESGPSLVKPSQTLSLTCTASGLSLSDKAVGWVRQAPGKALEWLGSIDTGGSAGYNPGLKSRVSITKDNSKSQVSLSVRGVTTEDSATYYCTTVHQKTQLTKSCPDGYSDCYGCGAYCPYGCSGDDCYSYSSYGGYTYSSYSSTYIYEFFVDAWGQGLLVTVSS', 'PROT_1563036D']. Result: 0 (not developable). (6) The antibody is ['EVQLVESGGGLVQPGGSLRLSCAASGFNVYYYYIHWVRQAPGKGLEWVASISPYYGYTSYADSVKGRFTISADTSKNTAYLQMNSLRAEDTAVYYCARWSYDQSMSYKSGMDYWGQGTLVTVSS', 'DIQMTQSPSSLSASVGDRVTITCRASQSVSSAVAWYQQKPGKAPKLLIYSASSLYSGVPSRFSGSRSGTDFTLTISSLQPEDFATYYCQQYSYSLVTFGQGTKVEIK']. Result: 0 (not developable).